This data is from Full USPTO retrosynthesis dataset with 1.9M reactions from patents (1976-2016). The task is: Predict the reactants needed to synthesize the given product. (1) Given the product [F:6][C:7]1[C:8]([O:13][CH2:14][C:15]2[CH:20]=[CH:19][C:18]([CH2:21][C:22]3[CH:27]=[C:26]([C:28]4[C:29]([NH2:35])=[N:30][C:31]([NH2:34])=[CH:32][CH:33]=4)[O:24][N:23]=3)=[CH:17][CH:16]=2)=[N:9][CH:10]=[CH:11][CH:12]=1, predict the reactants needed to synthesize it. The reactants are: O1CCCC1.[F:6][C:7]1[C:8]([O:13][CH2:14][C:15]2[CH:20]=[CH:19][C:18]([CH2:21][C:22](Cl)=[N:23][OH:24])=[CH:17][CH:16]=2)=[N:9][CH:10]=[CH:11][CH:12]=1.[C:26]([C:28]1[C:29]([NH2:35])=[N:30][C:31]([NH2:34])=[CH:32][CH:33]=1)#[CH:27].C(N(CC)CC)C. (2) Given the product [OH2:21].[CH3:54][O:53][C:50](=[O:52])[CH2:22][O:21][C:12]1[CH:13]=[C:14]2[CH:20]=[CH:19][CH:18]=[CH:17][C:15]2=[C:16]2[C:11]=1[C:10]([C:25](=[O:27])[C:28]([NH2:29])=[O:58])=[C:9]([CH2:23][CH3:24])[N:8]2[CH2:1][C:2]1[CH:3]=[CH:4][CH:5]=[CH:6][CH:7]=1.[NH2:29][C:28](=[O:58])[C:25]([C:10]1[C:11]2[C:16](=[C:15]3[CH:17]=[CH:18][CH:19]=[CH:20][C:14]3=[CH:13][C:12]=2[O:21][CH2:22][C:50]([O:53][CH3:54])=[O:52])[N:8]([CH2:1][C:2]2[CH:3]=[CH:4][CH:5]=[CH:6][CH:7]=2)[C:9]=1[CH2:23][CH3:24])=[O:27], predict the reactants needed to synthesize it. The reactants are: [CH2:1]([N:8]1[C:16]2[C:11](=[C:12]([O:21][CH3:22])[CH:13]=[C:14]3[CH:20]=[CH:19][CH:18]=[CH:17][C:15]3=2)[CH:10]=[C:9]1[CH2:23][CH3:24])[C:2]1[CH:7]=[CH:6][CH:5]=[CH:4][CH:3]=1.[C:25]([C:28]1[N:29](CC2C=CC=CC=2)C2C(C=1)=C(OC)C=C1C=CC=CC=21)(=[O:27])C.[C:50]([O:53][CH2:54]C)(=[O:52])C.C([OH:58])C. (3) Given the product [CH2:20]([O:22][C:23](=[O:34])[CH2:24][O:25][C:26]1[CH:31]=[CH:30][C:29]([S:32][C:2]2[CH:3]=[C:4]([O:5][C:6]3[CH:11]=[CH:10][C:9]([C:12]([F:15])([F:14])[F:13])=[CH:8][N:7]=3)[CH:16]=[C:17]([Br:19])[CH:18]=2)=[CH:28][C:27]=1[CH3:33])[CH3:21], predict the reactants needed to synthesize it. The reactants are: Br[C:2]1[CH:3]=[C:4]([CH:16]=[C:17]([Br:19])[CH:18]=1)[O:5][C:6]1[CH:11]=[CH:10][C:9]([C:12]([F:15])([F:14])[F:13])=[CH:8][N:7]=1.[CH2:20]([O:22][C:23](=[O:34])[CH2:24][O:25][C:26]1[CH:31]=[CH:30][C:29]([SH:32])=[CH:28][C:27]=1[CH3:33])[CH3:21]. (4) Given the product [C:12]([CH2:14][C:15]1([N:26]2[CH2:27][CH2:28][CH:29]([NH:11][C@@H:9]3[CH2:10][C@H:8]3[C:2]3[CH:7]=[CH:6][CH:5]=[CH:4][CH:3]=3)[CH2:30][CH2:31]2)[CH2:16][N:17]([C:19]([O:21][C:22]([CH3:25])([CH3:24])[CH3:23])=[O:20])[CH2:18]1)#[N:13], predict the reactants needed to synthesize it. The reactants are: Cl.[C:2]1([CH:8]2[CH2:10][CH:9]2[NH2:11])[CH:7]=[CH:6][CH:5]=[CH:4][CH:3]=1.[C:12]([CH2:14][C:15]1([N:26]2[CH2:31][CH2:30][C:29](=O)[CH2:28][CH2:27]2)[CH2:18][N:17]([C:19]([O:21][C:22]([CH3:25])([CH3:24])[CH3:23])=[O:20])[CH2:16]1)#[N:13].C(O)(=O)C.[BH-](OC(C)=O)(OC(C)=O)OC(C)=O.[Na+]. (5) Given the product [OH:14][C:13]1[N:12]=[CH:1][C:3]2[C:4](=[CH:6][C:7]([O:10][CH3:11])=[CH:8][CH:9]=2)[N:5]=1, predict the reactants needed to synthesize it. The reactants are: [CH:1]([C:3]1[CH:9]=[CH:8][C:7]([O:10][CH3:11])=[CH:6][C:4]=1[NH2:5])=O.[NH2:12][C:13](N)=[O:14]. (6) Given the product [C:1]([O:5][C@@H:6]([C:10]1[C:11]([C:24]2[CH:25]=[N:26][CH:27]=[N:28][CH:29]=2)=[C:12]2[C:19]3[CH2:20][CH2:21][CH2:22][CH2:23][C:18]=3[S:17][C:13]2=[N:14][C:15]=1[CH3:16])[C:7]([OH:9])=[O:8])([CH3:4])([CH3:2])[CH3:3], predict the reactants needed to synthesize it. The reactants are: [C:1]([O:5][CH:6]([C:10]1[C:11]([C:24]2[CH:25]=[N:26][CH:27]=[N:28][CH:29]=2)=[C:12]2[C:19]3[CH2:20][CH2:21][CH2:22][CH2:23][C:18]=3[S:17][C:13]2=[N:14][C:15]=1[CH3:16])[C:7]([OH:9])=[O:8])([CH3:4])([CH3:3])[CH3:2]. (7) Given the product [C:25]([NH:24][C@@H:9]1[C:8]2[CH:28]=[C:4]([C:1]([NH:29][CH2:30][CH2:31][N:32]3[CH2:37][CH2:36][CH2:35][CH2:34][CH2:33]3)=[O:3])[CH:5]=[CH:6][C:7]=2[C:13]2[C:14]([O:22][CH3:23])=[C:15]([O:20][CH3:21])[C:16]([O:18][CH3:19])=[CH:17][C:12]=2[CH2:11][CH2:10]1)(=[O:27])[CH3:26], predict the reactants needed to synthesize it. The reactants are: [C:1]([C:4]1[CH:5]=[CH:6][C:7]2[C:13]3[C:14]([O:22][CH3:23])=[C:15]([O:20][CH3:21])[C:16]([O:18][CH3:19])=[CH:17][C:12]=3[CH2:11][CH2:10][C@H:9]([NH:24][C:25](=[O:27])[CH3:26])[C:8]=2[CH:28]=1)([OH:3])=O.[NH2:29][CH2:30][CH2:31][N:32]1[CH2:37][CH2:36][CH2:35][CH2:34][CH2:33]1.